From a dataset of Catalyst prediction with 721,799 reactions and 888 catalyst types from USPTO. Predict which catalyst facilitates the given reaction. (1) Reactant: [F:1][C:2]1[CH:7]=[CH:6][C:5]([OH:8])=[CH:4][CH:3]=1.[CH2:9](O)[CH2:10][C:11]#[CH:12].C1(P(C2C=CC=CC=2)C2C=CC=CC=2)C=CC=CC=1.N(C(OCC)=O)=NC(OCC)=O. Product: [F:1][C:2]1[CH:7]=[CH:6][C:5]([O:8][CH2:12][CH2:11][C:10]#[CH:9])=[CH:4][CH:3]=1. The catalyst class is: 7. (2) Reactant: [F:1][C:2]1[C:3]([CH2:8][O:9][C:10]2[CH:11]=[CH:12][C:13]([CH2:27][OH:28])=[C:14]([N:16]3[CH2:25][C:24]4[C:19](=[CH:20][CH:21]=[CH:22][CH:23]=4)[NH:18][C:17]3=[O:26])[CH:15]=2)=[N:4][CH:5]=[CH:6][CH:7]=1.CS(C)=O.C(N(CC)CC)C.O. Product: [CH:27]([C:13]1[CH:12]=[CH:11][C:10]([O:9][CH2:8][C:3]2[C:2]([F:1])=[CH:7][CH:6]=[CH:5][N:4]=2)=[CH:15][C:14]=1[N:16]1[CH2:25][C:24]2[C:19](=[CH:20][CH:21]=[CH:22][CH:23]=2)[NH:18][C:17]1=[O:26])=[O:28]. The catalyst class is: 4. (3) Reactant: C[O-].[Cl:3][C:4]1[CH:9]=[C:8]([Cl:10])[C:7]([O:11][CH3:12])=[CH:6][C:5]=1[NH:13][C:14]1[C:23]2[C:18](=[CH:19][C:20]([O:26][CH2:27][CH2:28][CH2:29][N:30]3[CH2:35][CH2:34][N:33]([CH3:36])[CH2:32][CH2:31]3)=[C:21]([O:24][CH3:25])[CH:22]=2)[N:17]=[CH:16][C:15]=1[C:37]#[N:38]. Product: [OH2:11].[Cl:3][C:4]1[CH:9]=[C:8]([Cl:10])[C:7]([O:11][CH3:12])=[CH:6][C:5]=1[NH:13][C:14]1[C:23]2[C:18](=[CH:19][C:20]([O:26][CH2:27][CH2:28][CH2:29][N:30]3[CH2:35][CH2:34][N:33]([CH3:36])[CH2:32][CH2:31]3)=[C:21]([O:24][CH3:25])[CH:22]=2)[N:17]=[CH:16][C:15]=1[C:37]#[N:38]. The catalyst class is: 6. (4) Reactant: [CH2:1]([CH:8]1[C:14](=O)[C:13]2[CH:16]=[CH:17][CH:18]=[CH:19][C:12]=2[C:11]2[CH:20]=[CH:21][CH:22]=[CH:23][C:10]=2[C:9]1=O)[CH2:2][CH2:3][CH2:4][CH2:5][CH2:6][CH3:7].FC(F)(F)C(O)=O.C([SiH](CC)CC)C. Product: [CH2:1]([CH:8]1[CH2:14][C:13]2[CH:16]=[CH:17][CH:18]=[CH:19][C:12]=2[C:11]2[CH:20]=[CH:21][CH:22]=[CH:23][C:10]=2[CH2:9]1)[CH2:2][CH2:3][CH2:4][CH2:5][CH2:6][CH3:7]. The catalyst class is: 81. (5) Reactant: C(O[C:4]1[CH2:8][CH2:7][C:6](=[O:9])[CH:5]=1)C.[CH2:10]([Mg]Br)[CH2:11][CH:12]=[CH2:13].Cl. The catalyst class is: 7. Product: [CH2:13]([C:4]1[CH2:8][CH2:7][C:6](=[O:9])[CH:5]=1)[CH2:12][CH:11]=[CH2:10].